This data is from Reaction yield outcomes from USPTO patents with 853,638 reactions. The task is: Predict the reaction yield, written as a fraction of the theoretical maximum amount of product (1.0 means a 100% yield; for example, 0.34 means a 34% yield). (1) The reactants are [NH:1]1[CH:5]=[N:4][CH:3]=[N:2]1.O=P(Cl)(Cl)Cl.[I:11][C:12]1[N:13]=[C:14]([C@H:22]2[CH2:27][CH2:26][C@H:25]([C:28]([O:30][CH3:31])=[O:29])[CH2:24][CH2:23]2)[N:15]2[C:20]=1C(=O)NC=N2. The catalyst is N1C=CC=CC=1. The product is [NH2:1][C:5]1[C:20]2=[C:12]([I:11])[N:13]=[C:14]([C@H:22]3[CH2:23][CH2:24][C@H:25]([C:28]([O:30][CH3:31])=[O:29])[CH2:26][CH2:27]3)[N:15]2[N:2]=[CH:3][N:4]=1. The yield is 0.760. (2) The reactants are [Br:1][C:2]1[S:14][C:13]2[C:12]3[CH:11]=[CH:10][C:9]([C:15]([O:17]C)=[O:16])=[CH:8][C:7]=3[NH:6][C:5](=[O:19])[C:4]=2[CH:3]=1.CO.C1COCC1.O.[Li+].[OH-].Cl. The catalyst is O. The product is [Br:1][C:2]1[S:14][C:13]2[C:12]3[CH:11]=[CH:10][C:9]([C:15]([OH:17])=[O:16])=[CH:8][C:7]=3[NH:6][C:5](=[O:19])[C:4]=2[CH:3]=1. The yield is 0.130.